This data is from Full USPTO retrosynthesis dataset with 1.9M reactions from patents (1976-2016). The task is: Predict the reactants needed to synthesize the given product. (1) Given the product [O:1]1[CH2:2][CH2:3][N:4]([CH2:7][C:8]2[CH:29]=[CH:28][CH:27]=[CH:26][C:9]=2[O:10][CH2:11][CH2:12][N:13]2[C:21]3[C:16](=[CH:17][CH:18]=[C:19]([C:22]([NH:32][OH:30])=[O:23])[CH:20]=3)[CH:15]=[CH:14]2)[CH2:5][CH2:6]1, predict the reactants needed to synthesize it. The reactants are: [O:1]1[CH2:6][CH2:5][N:4]([CH2:7][C:8]2[CH:29]=[CH:28][CH:27]=[CH:26][C:9]=2[O:10][CH2:11][CH2:12][N:13]2[C:21]3[C:16](=[CH:17][CH:18]=[C:19]([C:22](OC)=[O:23])[CH:20]=3)[CH:15]=[CH:14]2)[CH2:3][CH2:2]1.[OH-:30].[Na+].[NH2:32]O.O. (2) The reactants are: Cl.C[O:3][C:4](=[O:16])[C@H:5]([CH2:7][C:8]1[CH:13]=[CH:12][C:11]([Cl:14])=[C:10]([Br:15])[CH:9]=1)[NH2:6].[Cl:17][C:18]1[CH:26]=[CH:25][C:21]([C:22](O)=[O:23])=[C:20]([NH:27][S:28]([C:31]2[C:32]3[N:33]=[CH:34][CH:35]=[N:36][C:37]=3[CH:38]=[CH:39][CH:40]=2)(=[O:30])=[O:29])[CH:19]=1. Given the product [C:4]([OH:16])(=[O:3])[CH2:5][CH3:7].[Br:15][C:10]1[CH:9]=[C:8]([CH2:7][C@H:5]([NH:6][C:22](=[O:23])[C:21]2[CH:25]=[CH:26][C:18]([Cl:17])=[CH:19][C:20]=2[NH:27][S:28]([C:31]2[C:32]3[N:33]=[CH:34][CH:35]=[N:36][C:37]=3[CH:38]=[CH:39][CH:40]=2)(=[O:30])=[O:29])[C:4]([OH:3])=[O:16])[CH:13]=[CH:12][C:11]=1[Cl:14], predict the reactants needed to synthesize it. (3) Given the product [F:1][C:2]1[CH:7]=[CH:6][C:5]([CH:19]([C:18]2[CH:21]=[CH:22][C:15]([F:14])=[CH:16][CH:17]=2)[OH:20])=[CH:4][CH:3]=1, predict the reactants needed to synthesize it. The reactants are: [F:1][C:2]1[CH:7]=[CH:6][C:5](Br)=[CH:4][CH:3]=1.C([Li])CCC.[F:14][C:15]1[CH:22]=[CH:21][C:18]([CH:19]=[O:20])=[CH:17][CH:16]=1.[Cl-].[NH4+]. (4) Given the product [Br:8][C:4]1[N:3]2[CH:10]=[C:11]([CH:13]=[O:17])[N:1]=[C:2]2[CH:7]=[CH:6][CH:5]=1, predict the reactants needed to synthesize it. The reactants are: [NH2:1][C:2]1[CH:7]=[CH:6][CH:5]=[C:4]([Br:8])[N:3]=1.Cl[CH:10](Cl)[C:11]([CH2:13]Cl)=O.C(COC)[O:17]C. (5) The reactants are: N1[CH:5]=[CH:4][CH:3]=N1.C(O[C:9]([C:11]1[C:15]([CH3:16])=[C:14]([NH2:17])[N:13]([CH3:18])[N:12]=1)=[O:10])C.C(OC(=O)[C:23](=[O:28])[CH:24]([C:26]#N)[CH3:25])C.[ClH:30].CNN.NC1N(C(OC(C)(C)C)=O)N=C(C(OC)=O)C=1.[N:51]1([C:60]2[CH:65]=[CH:64][N:63]=[CH:62][CH:61]=2)[CH2:56][CH2:55][CH:54]([CH2:57][CH2:58][NH2:59])[CH2:53][CH2:52]1. Given the product [N:51]1([C:60]2[CH:65]=[CH:64][N:63]=[CH:62][CH:61]=2)[CH2:56][CH2:55][CH:54]([CH2:57][CH2:58][NH:59][C:9]([C:11]2[C:15]([CH3:16])=[C:14]([NH:17][C:23](=[O:28])[C:24]3[CH:26]=[CH:5][CH:4]=[CH:3][C:25]=3[Cl:30])[N:13]([CH3:18])[N:12]=2)=[O:10])[CH2:53][CH2:52]1, predict the reactants needed to synthesize it. (6) Given the product [F:32][CH:2]([F:1])[C:3]1[CH:7]=[C:6]([CH:8]([F:10])[F:9])[N:5]([CH:11]([C:22]([N:24]2[CH2:29][CH2:28][CH:27]([C:30](=[S:35])[NH2:31])[CH2:26][CH2:25]2)=[O:23])[C:12]([O:14][CH2:15][C:16]2[CH:21]=[CH:20][CH:19]=[CH:18][CH:17]=2)=[O:13])[N:4]=1, predict the reactants needed to synthesize it. The reactants are: [F:1][CH:2]([F:32])[C:3]1[CH:7]=[C:6]([CH:8]([F:10])[F:9])[N:5]([CH:11]([C:22]([N:24]2[CH2:29][CH2:28][CH:27]([C:30]#[N:31])[CH2:26][CH2:25]2)=[O:23])[C:12]([O:14][CH2:15][C:16]2[CH:21]=[CH:20][CH:19]=[CH:18][CH:17]=2)=[O:13])[N:4]=1.[NH4+].[NH4+].[S-2:35]. (7) Given the product [CH2:1]([C:8]1[C:13]([O:14][CH2:15][O:16][CH3:17])=[CH:12][CH:11]=[C:10]([N:22]2[CH2:23][C@:24]3([O:26][CH2:27][O:28][C@@:20]3([CH3:19])[C:21]2=[O:29])[CH3:25])[N:9]=1)[C:2]1[CH:7]=[CH:6][CH:5]=[CH:4][CH:3]=1, predict the reactants needed to synthesize it. The reactants are: [CH2:1]([C:8]1[C:13]([O:14][CH2:15][O:16][CH3:17])=[CH:12][CH:11]=[C:10](I)[N:9]=1)[C:2]1[CH:7]=[CH:6][CH:5]=[CH:4][CH:3]=1.[CH3:19][C@@:20]12[O:28][CH2:27][O:26][N:22]([CH2:23][C@H:24]1[CH3:25])[C:21]2=[O:29].C(=O)([O-])[O-].[K+].[K+].N. (8) Given the product [I:23][C:20]1[CH:19]=[C:18]2[C:17]([CH2:1][C:2](=[O:3])[NH:24]2)=[CH:22][CH:21]=1, predict the reactants needed to synthesize it. The reactants are: [CH3:1][CH2:2][O-:3].[Na+].C(C(CC)(C([O-])=O)C([O-])=O)C.Cl[C:17]1[CH:22]=[CH:21][C:20]([I:23])=[CH:19][C:18]=1[N+:24]([O-])=O.